This data is from Reaction yield outcomes from USPTO patents with 853,638 reactions. The task is: Predict the reaction yield, written as a fraction of the theoretical maximum amount of product (1.0 means a 100% yield; for example, 0.34 means a 34% yield). (1) The reactants are [CH2:1]([NH:3][S:4]([C:7]1[CH:12]=[CH:11][CH:10]=[C:9]([CH3:13])[C:8]=1[C:14]#[N:15])(=[O:6])=[O:5])[CH3:2].[C:16]1([N:22]=[C:23]=[O:24])[CH:21]=[CH:20][CH:19]=[CH:18][CH:17]=1.C(N(C(C)C)C(C)C)C.Cl. The catalyst is ClCCl. The product is [CH2:1]([N:3]([S:4]([C:7]1[CH:12]=[CH:11][CH:10]=[C:9]([CH3:13])[C:8]=1[C:14]#[N:15])(=[O:6])=[O:5])[C:23]([NH:22][C:16]1[CH:21]=[CH:20][CH:19]=[CH:18][CH:17]=1)=[O:24])[CH3:2]. The yield is 0.630. (2) The reactants are C(O[C:6]([N:8]1[CH2:12][CH:11]([CH2:13][O:14][CH3:15])[CH2:10][CH:9]1[C:16]1[NH:17][C:18]([C:21]2[CH:26]=[CH:25][C:24]([Br:27])=[CH:23][CH:22]=2)=[CH:19][N:20]=1)=[O:7])(C)(C)C.Cl.[CH3:29][O:30][C:31]([NH:33][CH:34]([CH:38]([CH3:40])[CH3:39])C(O)=O)=[O:32].CN(C(ON1N=NC2C=CC=NC1=2)=[N+](C)C)C.F[P-](F)(F)(F)(F)F.C(N(CC)CC)C. The catalyst is C(Cl)Cl.CN(C=O)C.CCOC(C)=O. The product is [CH3:29][O:30][C:31](=[O:32])[NH:33][CH:34]([C:6]([N:8]1[CH2:12][CH:11]([CH2:13][O:14][CH3:15])[CH2:10][CH:9]1[C:16]1[NH:17][C:18]([C:21]2[CH:22]=[CH:23][C:24]([Br:27])=[CH:25][CH:26]=2)=[CH:19][N:20]=1)=[O:7])[CH:38]([CH3:40])[CH3:39]. The yield is 0.980.